This data is from Catalyst prediction with 721,799 reactions and 888 catalyst types from USPTO. The task is: Predict which catalyst facilitates the given reaction. (1) Reactant: [C:1]([C:5]1[CH:9]=[C:8]([NH:10][C:11]([NH:13][C:14]2[CH:30]=[CH:29][C:17]([O:18][C:19]3[CH:24]=[CH:23][N:22]=[C:21]([C:25]([NH:27][CH3:28])=[O:26])[CH:20]=3)=[CH:16][C:15]=2[F:31])=[O:12])[N:7]([C:32]2[CH:37]=[CH:36][CH:35]=[C:34]([CH2:38][OH:39])[CH:33]=2)[N:6]=1)([CH3:4])([CH3:3])[CH3:2].[ClH:40]. Product: [ClH:40].[ClH:40].[C:1]([C:5]1[CH:9]=[C:8]([NH:10][C:11]([NH:13][C:14]2[CH:30]=[CH:29][C:17]([O:18][C:19]3[CH:24]=[CH:23][N:22]=[C:21]([C:25]([NH:27][CH3:28])=[O:26])[CH:20]=3)=[CH:16][C:15]=2[F:31])=[O:12])[N:7]([C:32]2[CH:37]=[CH:36][CH:35]=[C:34]([CH2:38][OH:39])[CH:33]=2)[N:6]=1)([CH3:4])([CH3:2])[CH3:3]. The catalyst class is: 12. (2) Reactant: [Cl:1][C:2]1[CH:3]=[CH:4][CH:5]=[C:6]2[C:11]=1[C:10](=[O:12])[O:9][C:8]([C:13]1[CH:18]=[CH:17][C:16]([O:19][C:20]3[CH:25]=[CH:24][CH:23]=[CH:22][CH:21]=3)=[CH:15][CH:14]=1)=[CH:7]2.[F:26][C:27]1[CH:34]=[C:33]([F:35])[CH:32]=[CH:31][C:28]=1[CH2:29][NH2:30]. Product: [Cl:1][C:2]1[CH:3]=[CH:4][CH:5]=[C:6]([CH2:7][C:8](=[O:9])[C:13]2[CH:18]=[CH:17][C:16]([O:19][C:20]3[CH:25]=[CH:24][CH:23]=[CH:22][CH:21]=3)=[CH:15][CH:14]=2)[C:11]=1[C:10]([NH:30][CH2:29][C:28]1[CH:31]=[CH:32][C:33]([F:35])=[CH:34][C:27]=1[F:26])=[O:12]. The catalyst class is: 11.